Dataset: Reaction yield outcomes from USPTO patents with 853,638 reactions. Task: Predict the reaction yield, written as a fraction of the theoretical maximum amount of product (1.0 means a 100% yield; for example, 0.34 means a 34% yield). (1) The reactants are [Cl:1][C:2]1[C:7]([Cl:8])=[CH:6][CH:5]=[CH:4][C:3]=1[N:9]1[CH2:14][CH2:13][N:12]([CH2:15][CH2:16][CH2:17][CH:18]=[CH:19][C:20]2[N:29]=[C:28]3[C:23]([C:24]([CH3:32])=[C:25]([CH3:31])[C:26](=[O:30])[NH:27]3)=[CH:22][CH:21]=2)[CH2:11][CH2:10]1. The catalyst is C1COCC1.C(O)C.[Ni]. The product is [Cl:1][C:2]1[C:7]([Cl:8])=[CH:6][CH:5]=[CH:4][C:3]=1[N:9]1[CH2:14][CH2:13][N:12]([CH2:15][CH2:16][CH2:17][CH2:18][CH2:19][C:20]2[N:29]=[C:28]3[C:23]([C:24]([CH3:32])=[C:25]([CH3:31])[C:26](=[O:30])[NH:27]3)=[CH:22][CH:21]=2)[CH2:11][CH2:10]1. The yield is 0.800. (2) The reactants are [Cl:1][C:2]1[CH:32]=[CH:31][C:5]([CH2:6][N:7]2[C:15]3[C:14](=[O:16])[NH:13][C:12](=[O:17])[N:11]([CH3:18])[C:10]=3[N:9]=[C:8]2[O:19][C:20]2[CH:25]=[CH:24][CH:23]=[C:22]([O:26][C:27]([F:30])([F:29])[F:28])[CH:21]=2)=[CH:4][CH:3]=1.[Br:33][CH2:34][CH2:35]Br.C(=O)([O-])[O-].[K+].[K+]. The catalyst is CN(C=O)C.C(OCC)(=O)C.O. The product is [Br:33][CH2:34][CH2:35][N:13]1[C:14](=[O:16])[C:15]2[N:7]([CH2:6][C:5]3[CH:4]=[CH:3][C:2]([Cl:1])=[CH:32][CH:31]=3)[C:8]([O:19][C:20]3[CH:25]=[CH:24][CH:23]=[C:22]([O:26][C:27]([F:30])([F:28])[F:29])[CH:21]=3)=[N:9][C:10]=2[N:11]([CH3:18])[C:12]1=[O:17]. The yield is 0.976. (3) The reactants are [Cl:1][C:2]1[CH:7]=[CH:6][C:5]([C:8]2[C:14]3[CH:15]=[C:16]([O:19][CH3:20])[CH:17]=[CH:18][C:13]=3[NH:12][C:11](=S)[C@H:10]([CH2:22][C:23]([O:25][CH3:26])=[O:24])[N:9]=2)=[CH:4][CH:3]=1.O.[NH2:28][NH2:29].CCN(CC)CC.[C:37](Cl)(=[O:39])[CH3:38]. The catalyst is C1COCC1. The product is [C:37]([NH:28][NH:29][C:11]1[C@H:10]([CH2:22][C:23]([O:25][CH3:26])=[O:24])[N:9]=[C:8]([C:5]2[CH:6]=[CH:7][C:2]([Cl:1])=[CH:3][CH:4]=2)[C:14]2[CH:15]=[C:16]([O:19][CH3:20])[CH:17]=[CH:18][C:13]=2[N:12]=1)(=[O:39])[CH3:38]. The yield is 0.980. (4) The yield is 0.960. The reactants are C(OC(=O)[NH:7][CH:8]1[CH2:12][CH2:11][N:10]([CH2:13][C:14]2[CH:19]=[CH:18][CH:17]=[C:16]([O:20][C:21]3[CH:26]=[CH:25][CH:24]=[CH:23][C:22]=3[O:27][CH3:28])[CH:15]=2)[CH2:9]1)(C)(C)C. The product is [CH3:28][O:27][C:22]1[CH:23]=[CH:24][CH:25]=[CH:26][C:21]=1[O:20][C:16]1[CH:15]=[C:14]([CH:19]=[CH:18][CH:17]=1)[CH2:13][N:10]1[CH2:11][CH2:12][CH:8]([NH2:7])[CH2:9]1. The catalyst is Cl.O1CCOCC1. (5) The product is [CH3:2][O:3][C:4]([C:7]1[N:11]([CH2:12][CH:13]2[CH2:18][CH2:17][O:16][CH2:15][CH2:14]2)[C:10]2[CH:19]=[CH:20][C:21]([N:23]([CH3:24])[S:35]([C:32]3[CH:31]=[CH:30][C:29]([NH:28][C:25](=[O:27])[CH3:26])=[CH:34][CH:33]=3)(=[O:37])=[O:36])=[CH:22][C:9]=2[N:8]=1)([CH3:6])[CH3:5]. The yield is 0.720. The catalyst is CN(C1C=CN=CC=1)C.CC#N. The reactants are Cl.[CH3:2][O:3][C:4]([C:7]1[N:11]([CH2:12][CH:13]2[CH2:18][CH2:17][O:16][CH2:15][CH2:14]2)[C:10]2[CH:19]=[CH:20][C:21]([NH:23][CH3:24])=[CH:22][C:9]=2[N:8]=1)([CH3:6])[CH3:5].[C:25]([NH:28][C:29]1[CH:34]=[CH:33][C:32]([S:35](Cl)(=[O:37])=[O:36])=[CH:31][CH:30]=1)(=[O:27])[CH3:26]. (6) The reactants are [Br:1][C:2]1[C:3]([F:17])=[C:4]([NH:9]C(=O)OC(C)(C)C)[C:5]([F:8])=[CH:6][CH:7]=1.C(O)(C(F)(F)F)=O. The catalyst is C(Cl)Cl. The product is [Br:1][C:2]1[C:3]([F:17])=[C:4]([C:5]([F:8])=[CH:6][CH:7]=1)[NH2:9]. The yield is 0.630.